From a dataset of Catalyst prediction with 721,799 reactions and 888 catalyst types from USPTO. Predict which catalyst facilitates the given reaction. (1) Reactant: C(O[C:6]([NH:8][C@@H:9]([CH2:27][C:28]1[CH:33]=[CH:32][CH:31]=[CH:30][CH:29]=1)[C@H:10]([OH:26])[CH2:11][NH:12][CH2:13][C:14]1[CH:15]=[C:16]([CH:21]=[C:22]([O:24][CH3:25])[CH:23]=1)[C:17]([O:19][CH3:20])=[O:18])=[O:7])(C)(C)C.C(O)(C(F)(F)F)=O.[CH3:41][N:42]([CH2:54][C:55]1[S:56][CH:57]=[C:58]([CH3:60])[N:59]=1)[C:43]([C:45]1[CH:46]=[C:47]([CH:51]=[CH:52][CH:53]=1)C(O)=O)=[O:44].C(Cl)CCl.C1C=CC2N(O)N=NC=2C=1. The catalyst class is: 347. Product: [OH:26][C@@H:10]([C@@H:9]([NH:8][C:6](=[O:7])[C:52]1[CH:51]=[CH:47][CH:46]=[C:45]([C:43](=[O:44])[N:42]([CH3:41])[CH2:54][C:55]2[S:56][CH:57]=[C:58]([CH3:60])[N:59]=2)[CH:53]=1)[CH2:27][C:28]1[CH:33]=[CH:32][CH:31]=[CH:30][CH:29]=1)[CH2:11][NH:12][CH2:13][C:14]1[CH:15]=[C:16]([CH:21]=[C:22]([O:24][CH3:25])[CH:23]=1)[C:17]([O:19][CH3:20])=[O:18]. (2) Reactant: [Cl:1][C:2]1[CH:3]=[C:4]([NH:13][CH:14]2[CH2:17][CH2:16][CH2:15]2)[C:5]([CH3:12])=[C:6]([CH:11]=1)[C:7]([O:9][CH3:10])=[O:8].[CH:18](=O)[CH3:19].C(O)(=O)C.C(O[BH-](OC(=O)C)OC(=O)C)(=O)C.[Na+]. Product: [Cl:1][C:2]1[CH:3]=[C:4]([N:13]([CH:14]2[CH2:17][CH2:16][CH2:15]2)[CH2:18][CH3:19])[C:5]([CH3:12])=[C:6]([CH:11]=1)[C:7]([O:9][CH3:10])=[O:8]. The catalyst class is: 68. (3) Reactant: [CH3:1][O:2][C:3]1[C:8]2[CH:9]=[N:10][S:11][C:7]=2[CH:6]=[CH:5][CH:4]=1.[Br:12]Br.C([O-])(O)=O.[Na+].ClCCl. Product: [Br:12][C:6]1[C:7]2[S:11][N:10]=[CH:9][C:8]=2[C:3]([O:2][CH3:1])=[CH:4][CH:5]=1. The catalyst class is: 53. (4) Reactant: [O:1]=[C:2]1[CH:13]2[C:14]3[N:6]([CH:7]=[CH:8][C:9]=3[CH2:10][CH2:11][C@@H:12]2[NH:15][C:16](=[O:19])[O:17][CH3:18])[CH2:5][C@@H:4]([C:20]2[NH:21][C:22]([C:25]3[CH:30]=[CH:29][C:28]([C:31]4[CH:40]=[N:39][C:38]5[C:33](=[CH:34][CH:35]=[C:36](B6OC(C)(C)C(C)(C)O6)[CH:37]=5)[N:32]=4)=[CH:27][CH:26]=3)=[CH:23][N:24]=2)[CH2:3]1.I[C:51]1[N:55]([CH2:56][O:57][CH2:58][CH2:59][Si:60]([CH3:63])([CH3:62])[CH3:61])[C:54]([C@@H:64]2[CH2:68][CH2:67][CH2:66][N:65]2[C:69]([O:71][C:72]([CH3:75])([CH3:74])[CH3:73])=[O:70])=[N:53][CH:52]=1.C(=O)([O-])[O-].[Cs+].[Cs+]. Product: [CH3:18][O:17][C:16]([NH:15][C@@H:12]1[CH:13]2[C:2](=[O:1])[CH2:3][C@H:4]([C:20]3[NH:21][C:22]([C:25]4[CH:26]=[CH:27][C:28]([C:31]5[CH:40]=[N:39][C:38]6[C:33](=[CH:34][CH:35]=[C:36]([C:51]7[N:55]([CH2:56][O:57][CH2:58][CH2:59][Si:60]([CH3:63])([CH3:62])[CH3:61])[C:54]([C@@H:64]8[CH2:68][CH2:67][CH2:66][N:65]8[C:69]([O:71][C:72]([CH3:75])([CH3:74])[CH3:73])=[O:70])=[N:53][CH:52]=7)[CH:37]=6)[N:32]=5)=[CH:29][CH:30]=4)=[CH:23][N:24]=3)[CH2:5][N:6]3[C:14]2=[C:9]([CH:8]=[CH:7]3)[CH2:10][CH2:11]1)=[O:19]. The catalyst class is: 70. (5) Reactant: [CH2:1]([O:3][C:4](=[O:25])[CH2:5][CH2:6][CH2:7][CH2:8][CH2:9][CH2:10][O:11][C:12]1[CH:13]=[C:14]([CH:20]=[CH:21][C:22]=1[O:23][CH3:24])[C:15]([O:17][CH2:18][CH3:19])=[O:16])[CH3:2].[N+:26]([O-])([OH:28])=[O:27]. Product: [CH2:1]([O:3][C:4](=[O:25])[CH2:5][CH2:6][CH2:7][CH2:8][CH2:9][CH2:10][O:11][C:12]1[C:22]([O:23][CH3:24])=[CH:21][C:20]([N+:26]([O-:28])=[O:27])=[C:14]([CH:13]=1)[C:15]([O:17][CH2:18][CH3:19])=[O:16])[CH3:2]. The catalyst class is: 15.